The task is: Predict the reaction yield, written as a fraction of the theoretical maximum amount of product (1.0 means a 100% yield; for example, 0.34 means a 34% yield).. This data is from Reaction yield outcomes from USPTO patents with 853,638 reactions. (1) The reactants are [OH:1][C:2]1[CH:7]=[C:6]([CH3:8])[C:5]([NH:9][CH:10]=[O:11])=[C:4]([CH3:12])[C:3]=1[CH3:13].[CH2:14](Cl)[CH:15]=[CH:16][C:17]1[CH:22]=[CH:21][CH:20]=[CH:19][CH:18]=1. The catalyst is C(OCC)(=O)C.CCCCCC. The product is [CH3:12][C:4]1[C:3]([CH3:13])=[C:2]([O:1][CH2:14]/[CH:15]=[CH:16]/[C:17]2[CH:22]=[CH:21][CH:20]=[CH:19][CH:18]=2)[CH:7]=[C:6]([CH3:8])[C:5]=1[NH:9][CH:10]=[O:11]. The yield is 0.440. (2) The reactants are [O:1]=[C:2]1[CH2:6][CH2:5][C:4](=[O:7])[N:3]1[C:8]1[N:13]=[CH:12][C:11](/[CH:14]=[CH:15]/[C:16]([N:18]([CH3:30])[CH2:19][C:20]2[N:21]([CH3:29])[C:22]3[C:27]([CH:28]=2)=[CH:26][CH:25]=[CH:24][CH:23]=3)=[O:17])=[CH:10][CH:9]=1.[NH3:31]. No catalyst specified. The product is [CH3:30][N:18]([CH2:19][C:20]1[N:21]([CH3:29])[C:22]2[C:27]([CH:28]=1)=[CH:26][CH:25]=[CH:24][CH:23]=2)[C:16](/[CH:15]=[CH:14]/[C:11]1[CH:10]=[CH:9][C:8]([NH:3][C:4](=[O:7])[CH2:5][CH2:6][C:2]([NH2:31])=[O:1])=[N:13][CH:12]=1)=[O:17]. The yield is 0.520. (3) The reactants are [NH2:1][C:2]1[S:6][N:5]=[C:4]([CH3:7])[C:3]=1[C:8]([NH:10][C:11]1[CH:12]=[N:13][C:14]([O:17][CH3:18])=[CH:15][CH:16]=1)=[O:9].Cl[C:20]1[CH:29]=[N:28][C:27]2[C:22](=[CH:23][C:24]([F:30])=[CH:25][CH:26]=2)[N:21]=1.C(=O)([O-])[O-].[Cs+].[Cs+].CC1(C)C2C(=C(P(C3C=CC=CC=3)C3C=CC=CC=3)C=CC=2)OC2C(P(C3C=CC=CC=3)C3C=CC=CC=3)=CC=CC1=2. The catalyst is O1CCOCC1.CN(C=O)C.C([O-])(=O)C.[Pd+2].C([O-])(=O)C. The product is [F:30][C:24]1[CH:23]=[C:22]2[C:27]([N:28]=[CH:29][C:20]([NH:1][C:2]3[S:6][N:5]=[C:4]([CH3:7])[C:3]=3[C:8]([NH:10][C:11]3[CH:12]=[N:13][C:14]([O:17][CH3:18])=[CH:15][CH:16]=3)=[O:9])=[N:21]2)=[CH:26][CH:25]=1. The yield is 0.0600. (4) The reactants are [CH3:1][O:2][C:3]1[CH:4]=[CH:5][CH:6]=[C:7]2[C:11]=1[C:10](=[O:12])[O:9][CH2:8]2.[H-].[H-].[H-].[H-].[Li+].[Al+3].O.C(Cl)Cl. The catalyst is C1COCC1. The product is [OH:9][CH2:8][C:7]1[CH:6]=[CH:5][CH:4]=[C:3]([O:2][CH3:1])[C:11]=1[CH2:10][OH:12]. The yield is 0.900. (5) The reactants are Br[C:2]1[C:3]([OH:25])=[CH:4][CH:5]=[C:6]2[C:10]=1[N:9]([CH2:11][C@@H:12]([NH:14][C:15](=[O:24])[O:16][CH2:17][C:18]1[CH:23]=[CH:22][CH:21]=[CH:20][CH:19]=1)[CH3:13])[N:8]=[CH:7]2.[N+:26]([O-])([O-:28])=[O:27].[Na+].O. The catalyst is O1CCCC1.C(O)(=O)C. The product is [OH:25][C:3]1[C:2]([N+:26]([O-:28])=[O:27])=[C:10]2[C:6]([CH:7]=[N:8][N:9]2[CH2:11][C@@H:12]([NH:14][C:15](=[O:24])[O:16][CH2:17][C:18]2[CH:23]=[CH:22][CH:21]=[CH:20][CH:19]=2)[CH3:13])=[CH:5][CH:4]=1. The yield is 0.710. (6) The reactants are [NH2:1][C:2]1[CH:3]=[C:4]([C@:8]23[CH2:16][NH:15][CH2:14][C@H:13]2[CH2:12][S:11][C:10]([NH:17][C:18](=[O:25])[C:19]2[CH:24]=[CH:23][CH:22]=[CH:21][CH:20]=2)=[N:9]3)[CH:5]=[CH:6][CH:7]=1.[F:26][C:27]1[CH:28]=[N:29][C:30](Cl)=[N:31][CH:32]=1.C(N(C(C)C)CC)(C)C. The catalyst is O1CCOCC1.O. The product is [NH2:1][C:2]1[CH:3]=[C:4]([C@:8]23[CH2:16][N:15]([C:30]4[N:31]=[CH:32][C:27]([F:26])=[CH:28][N:29]=4)[CH2:14][C@H:13]2[CH2:12][S:11][C:10]([NH:17][C:18](=[O:25])[C:19]2[CH:20]=[CH:21][CH:22]=[CH:23][CH:24]=2)=[N:9]3)[CH:5]=[CH:6][CH:7]=1. The yield is 0.790.